This data is from Peptide-MHC class I binding affinity with 185,985 pairs from IEDB/IMGT. The task is: Regression. Given a peptide amino acid sequence and an MHC pseudo amino acid sequence, predict their binding affinity value. This is MHC class I binding data. The peptide sequence is VSTAPTGSW. The MHC is HLA-A01:01 with pseudo-sequence HLA-A01:01. The binding affinity (normalized) is 0.213.